From a dataset of Peptide-MHC class I binding affinity with 185,985 pairs from IEDB/IMGT. Regression. Given a peptide amino acid sequence and an MHC pseudo amino acid sequence, predict their binding affinity value. This is MHC class I binding data. The peptide sequence is YARRYFYPL. The MHC is BoLA-AW10 with pseudo-sequence BoLA-AW10. The binding affinity (normalized) is 0.0641.